Dataset: Full USPTO retrosynthesis dataset with 1.9M reactions from patents (1976-2016). Task: Predict the reactants needed to synthesize the given product. (1) Given the product [NH2:15][CH:5]1[CH2:4][C:3]2[C:8](=[C:9]([C:12]([NH2:14])=[O:13])[CH:10]=[CH:11][C:2]=2[F:1])[O:7][CH2:6]1, predict the reactants needed to synthesize it. The reactants are: [F:1][C:2]1[CH:11]=[CH:10][C:9]([C:12]([NH2:14])=[O:13])=[C:8]2[C:3]=1[CH2:4][CH:5]([N+:15]([O-])=O)[CH2:6][O:7]2.C1COCC1.O.NN.C(Cl)Cl.CO. (2) Given the product [NH4+:1].[OH-:11].[CH3:7][C:5]1[N:6]([CH2:9][CH:10]2[CH2:15][CH2:14][CH2:13][CH2:12][O:11]2)[C:2](=[NH:1])[S:3][CH:4]=1, predict the reactants needed to synthesize it. The reactants are: [NH2:1][C:2]1[S:3][CH:4]=[C:5]([CH3:7])[N:6]=1.Br[CH2:9][CH:10]1[CH2:15][CH2:14][CH2:13][CH2:12][O:11]1. (3) Given the product [F:12][C:13]1[S:17][C:16]([C:2]2[CH:8]=[CH:7][CH:6]=[C:5]([N+:9]([O-:11])=[O:10])[C:3]=2[NH2:4])=[CH:15][CH:14]=1, predict the reactants needed to synthesize it. The reactants are: Br[C:2]1[CH:8]=[CH:7][CH:6]=[C:5]([N+:9]([O-:11])=[O:10])[C:3]=1[NH2:4].[F:12][C:13]1[S:17][C:16](B2OC(C)(C)C(C)(C)O2)=[CH:15][CH:14]=1.C([O-])([O-])=O.[Cs+].[Cs+].CCOC(C)=O. (4) Given the product [ClH:45].[N:8]1([C:5]2[CH:6]=[CH:7][C:2]([NH:1][S:42]([C:32]3[C:41]4[C:36](=[CH:37][CH:38]=[CH:39][CH:40]=4)[CH:35]=[CH:34][CH:33]=3)(=[O:44])=[O:43])=[C:3]([NH:22][S:23]([C:26]3[CH:31]=[CH:30][CH:29]=[CH:28][CH:27]=3)(=[O:24])=[O:25])[CH:4]=2)[CH2:14][CH2:13][CH2:12][NH:11][CH2:10][CH2:9]1, predict the reactants needed to synthesize it. The reactants are: [NH2:1][C:2]1[CH:7]=[CH:6][C:5]([N:8]2[CH2:14][CH2:13][CH2:12][N:11](C(OC(C)(C)C)=O)[CH2:10][CH2:9]2)=[CH:4][C:3]=1[NH:22][S:23]([C:26]1[CH:31]=[CH:30][CH:29]=[CH:28][CH:27]=1)(=[O:25])=[O:24].[C:32]1([S:42]([Cl:45])(=[O:44])=[O:43])[C:41]2[C:36](=[CH:37][CH:38]=[CH:39][CH:40]=2)[CH:35]=[CH:34][CH:33]=1. (5) Given the product [ClH:1].[Cl:1][C:2]1[CH:3]=[C:4]([C@@:9]2([CH2:23][OH:24])[O:15][CH2:14][CH2:13][NH:12][CH2:11][CH2:10]2)[CH:5]=[CH:6][C:7]=1[Cl:8], predict the reactants needed to synthesize it. The reactants are: [Cl:1][C:2]1[CH:3]=[C:4]([C@@:9]2([CH2:23][OH:24])[O:15][CH2:14][CH2:13][N:12](C(OC(C)(C)C)=O)[CH2:11][CH2:10]2)[CH:5]=[CH:6][C:7]=1[Cl:8].Cl.C(OCC)(=O)C. (6) Given the product [C:1]([O:5][C:6](=[O:7])[NH:8][C:9]([CH3:17])([CH3:16])[CH2:10]/[CH:11]=[CH:12]/[C:13](=[O:15])[N:55]([C@@H:43]([C:42](=[O:57])[N:41]([C@H:58]([CH2:65][C:66]1[CH:71]=[CH:70][CH:69]=[CH:68][CH:67]=1)[CH2:59][NH:60][S:61]([CH3:64])(=[O:63])=[O:62])[CH3:40])[CH2:44][C:45]1[CH:54]=[CH:53][C:52]2[C:47](=[CH:48][CH:49]=[CH:50][CH:51]=2)[CH:46]=1)[CH3:56])([CH3:2])([CH3:3])[CH3:4], predict the reactants needed to synthesize it. The reactants are: [C:1]([O:5][C:6]([NH:8][C:9]([CH3:17])([CH3:16])[CH2:10]/[CH:11]=[CH:12]/[C:13]([OH:15])=O)=[O:7])([CH3:4])([CH3:3])[CH3:2].OC1C2N=NNC=2N=CC=1.Cl.CN(C)CCCN=C=NCC.[CH3:40][N:41]([C@H:58]([CH2:65][C:66]1[CH:71]=[CH:70][CH:69]=[CH:68][CH:67]=1)[CH2:59][NH:60][S:61]([CH3:64])(=[O:63])=[O:62])[C:42](=[O:57])[C@H:43]([NH:55][CH3:56])[CH2:44][C:45]1[CH:54]=[CH:53][C:52]2[C:47](=[CH:48][CH:49]=[CH:50][CH:51]=2)[CH:46]=1.C(N(C(C)C)C(C)C)C. (7) Given the product [CH2:3]([N:10]1[CH2:14][CH2:13][CH:12]([O:15][C:17]2[C:18]3[C:19](=[C:23]([C:33]4[CH:38]=[CH:37][C:36]([Cl:39])=[CH:35][CH:34]=4)[N:24]([C:26]4[CH:31]=[CH:30][CH:29]=[CH:28][C:27]=4[Cl:32])[N:25]=3)[N:20]=[CH:21][N:22]=2)[CH2:11]1)[C:4]1[CH:5]=[CH:6][CH:7]=[CH:8][CH:9]=1, predict the reactants needed to synthesize it. The reactants are: [H-].[Na+].[CH2:3]([N:10]1[CH2:14][CH2:13][CH:12]([OH:15])[CH2:11]1)[C:4]1[CH:9]=[CH:8][CH:7]=[CH:6][CH:5]=1.Cl[C:17]1[C:18]2[C:19](=[C:23]([C:33]3[CH:38]=[CH:37][C:36]([Cl:39])=[CH:35][CH:34]=3)[N:24]([C:26]3[CH:31]=[CH:30][CH:29]=[CH:28][C:27]=3[Cl:32])[N:25]=2)[N:20]=[CH:21][N:22]=1. (8) Given the product [CH2:31]([N:22]1[C:23]2[N:24]=[C:25]([Cl:30])[NH:26][C:27]=2[C:28](=[O:29])[N:20]([CH2:19][CH2:18][O:17][C:14]2[CH:13]=[CH:12][C:11]([C:4]3[S:5][CH:6]=[C:2]([CH3:1])[CH:3]=3)=[CH:16][CH:15]=2)[C:21]1=[O:35])[CH2:32][CH2:33][CH3:34], predict the reactants needed to synthesize it. The reactants are: [CH3:1][C:2]1[CH:3]=[C:4](B(O)O)[S:5][CH:6]=1.Br[C:11]1[CH:16]=[CH:15][C:14]([O:17][CH2:18][CH2:19][N:20]2[C:28](=[O:29])[C:27]3[NH:26][C:25]([Cl:30])=[N:24][C:23]=3[N:22]([CH2:31][CH2:32][CH2:33][CH3:34])[C:21]2=[O:35])=[CH:13][CH:12]=1.C(=O)([O-])[O-].[Na+].[Na+].Cl.